This data is from Reaction yield outcomes from USPTO patents with 853,638 reactions. The task is: Predict the reaction yield, written as a fraction of the theoretical maximum amount of product (1.0 means a 100% yield; for example, 0.34 means a 34% yield). (1) The reactants are [CH3:1][O:2][C:3]1[CH:4]=[C:5]([CH:7]=[C:8]([N+:10]([O-:12])=[O:11])[CH:9]=1)[NH2:6].[CH3:13][S:14](Cl)(=[O:16])=[O:15]. No catalyst specified. The product is [CH3:1][O:2][C:3]1[CH:4]=[C:5]([NH:6][S:14]([CH3:13])(=[O:16])=[O:15])[CH:7]=[C:8]([N+:10]([O-:12])=[O:11])[CH:9]=1. The yield is 1.00. (2) The reactants are [O:1]1[CH2:6][CH2:5][N:4]([C:7]2[CH:12]=[CH:11][N:10]=[C:9]([CH2:13][O:14][C:15]3[CH:25]=[N:24][CH:23]=[CH:22][C:16]=3[C:17](OCC)=[O:18])[N:8]=2)[CH2:3][CH2:2]1.[H-].[Na+]. The catalyst is C1COCC1. The product is [O:1]1[CH2:6][CH2:5][N:4]([C:7]2[CH:12]=[CH:11][N:10]=[C:9]([C:13]3[O:14][C:15]4=[CH:25][N:24]=[CH:23][CH:22]=[C:16]4[C:17]=3[OH:18])[N:8]=2)[CH2:3][CH2:2]1. The yield is 0.490. (3) The reactants are [F:1][C:2]([F:29])([F:28])[C:3]1[CH:8]=[CH:7][C:6]([S:9]([NH:12][C@@H:13]([C:15]2[CH:27]=[CH:26][C:18]([C:19](OC(C)(C)C)=[O:20])=[CH:17][CH:16]=2)[CH3:14])(=[O:11])=[O:10])=[CH:5][CH:4]=1.FC(F)(F)C(O)=O.CN(C([O:44][N:45]1N=NC2C=CC=NC1=2)=[N+](C)C)C.F[P-](F)(F)(F)(F)F.C(N(CC)CC)C.[Si](ON)(C(C)(C)C)(C)C.Cl.C([O-])(O)=O.[Na+]. The yield is 0.150. The product is [OH:44][NH:45][C:19](=[O:20])[C:18]1[CH:26]=[CH:27][C:15]([C@H:13]([NH:12][S:9]([C:6]2[CH:7]=[CH:8][C:3]([C:2]([F:29])([F:28])[F:1])=[CH:4][CH:5]=2)(=[O:11])=[O:10])[CH3:14])=[CH:16][CH:17]=1. The catalyst is C(Cl)Cl.CN(C)C=O.C1(C)C=CC=CC=1.ClCCCl. (4) The reactants are FC(F)(F)C(O)=O.[Cl:8][C:9]1[CH:14]=[CH:13][C:12]([NH:15][C:16](=[O:30])[NH:17][C:18]2[S:26][C:21]3[CH2:22][NH:23][CH2:24][CH2:25][C:20]=3[C:19]=2[C:27]([NH2:29])=[O:28])=[CH:11][CH:10]=1.C([O-])(=O)C.[Na+].S([O-])([O-])(=O)=O.[Mg+2].[CH:42]1([C:46](=O)[CH3:47])[CH2:45][CH2:44][CH2:43]1.C(O[BH-](OC(=O)C)OC(=O)C)(=O)C.[Na+]. The catalyst is CN(C)C=O.C(=O)(O)[O-].[Na+].CO.C(Cl)Cl.O. The product is [Cl:8][C:9]1[CH:10]=[CH:11][C:12]([NH:15][C:16](=[O:30])[NH:17][C:18]2[S:26][C:21]3[CH2:22][N:23]([CH:46]([CH:42]4[CH2:45][CH2:44][CH2:43]4)[CH3:47])[CH2:24][CH2:25][C:20]=3[C:19]=2[C:27]([NH2:29])=[O:28])=[CH:13][CH:14]=1. The yield is 0.530. (5) The reactants are [CH3:1][O:2][C:3](=[O:13])[CH2:4][C:5]1[CH:10]=[CH:9][C:8]([S:11][CH3:12])=[CH:7][CH:6]=1.[Br:14]Br. The catalyst is C(Cl)(Cl)(Cl)Cl. The product is [CH3:1][O:2][C:3](=[O:13])[CH2:4][C:5]1[CH:10]=[CH:9][C:8]([S:11][CH3:12])=[C:7]([Br:14])[CH:6]=1. The yield is 0.840. (6) The reactants are [NH2:1][S:2][O:3][O:4][C:5]1[CH:10]=[CH:9][C:8]([N:11]2[C:19]3[C:18]4[CH:20]=[C:21]([N+:24]([O-:26])=[O:25])[CH:22]=[CH:23][C:17]=4[CH2:16][CH2:15][C:14]=3[C:13]([C:27]([O:29]CC)=O)=[N:12]2)=[CH:7][CH:6]=1.[OH-].[NH4+:33]. The yield is 0.680. The catalyst is CO. The product is [NH2:1][S:2][O:3][O:4][C:5]1[CH:6]=[CH:7][C:8]([N:11]2[C:19]3[C:18]4[CH:20]=[C:21]([N+:24]([O-:26])=[O:25])[CH:22]=[CH:23][C:17]=4[CH2:16][CH2:15][C:14]=3[C:13]([C:27]([NH2:33])=[O:29])=[N:12]2)=[CH:9][CH:10]=1. (7) The reactants are [N+:1]([C:4]1[CH:9]=[CH:8][C:7]([CH2:10][CH2:11][CH2:12][CH2:13][OH:14])=[CH:6][CH:5]=1)([O-])=O.[H][H]. The catalyst is [Pd].C(O)C. The product is [NH2:1][C:4]1[CH:5]=[CH:6][C:7]([CH2:10][CH2:11][CH2:12][CH2:13][OH:14])=[CH:8][CH:9]=1. The yield is 1.00.